Dataset: Forward reaction prediction with 1.9M reactions from USPTO patents (1976-2016). Task: Predict the product of the given reaction. (1) Given the reactants [Br:1][C:2]1[CH:3]=[C:4]([C:13]2[N:17]([C:18]3[CH:23]=[CH:22][N:21]=[C:20]([C:24]([F:27])([F:26])[F:25])[CH:19]=3)[N:16]=[C:15]([C:28]([OH:30])=O)[CH:14]=2)[CH:5]=[C:6]([O:8][C:9]([F:12])([F:11])[F:10])[CH:7]=1.ClC1C=C(C2N(C3C=CC=CN=3)N=C(C(N3CC(=O)NC3)=O)C=2)C=C(F)C=1.[S:58]1[CH2:62][CH2:61][NH:60][CH2:59]1, predict the reaction product. The product is: [Br:1][C:2]1[CH:3]=[C:4]([C:13]2[N:17]([C:18]3[CH:23]=[CH:22][N:21]=[C:20]([C:24]([F:26])([F:25])[F:27])[CH:19]=3)[N:16]=[C:15]([C:28]([N:60]3[CH2:61][CH2:62][S:58][CH2:59]3)=[O:30])[CH:14]=2)[CH:5]=[C:6]([O:8][C:9]([F:11])([F:10])[F:12])[CH:7]=1. (2) Given the reactants C(N1C=CN=C1)(N1C=CN=C1)=O.[CH3:13][O:14][C:15]1[CH:16]=[C:17]([NH:23][C:24]2[N:28]([CH2:29][CH2:30][CH2:31][N:32]([CH3:41])[CH2:33][CH2:34][C:35]3[CH:40]=[CH:39][CH:38]=[CH:37][N:36]=3)[C:27]3[CH:42]=[CH:43][C:44]([C:46](O)=[O:47])=[CH:45][C:26]=3[N:25]=2)[CH:18]=[C:19]([O:21][CH3:22])[CH:20]=1.[S:49]1[CH:53]=[CH:52][CH:51]=[C:50]1[CH2:54][CH2:55]N.N.CN=C=S, predict the reaction product. The product is: [CH3:13][O:14][C:15]1[CH:16]=[C:17]([NH:23][C:24]2[N:28]([CH2:29][CH2:30][CH2:31][N:32]([CH3:41])[CH2:33][CH2:34][C:35]3[CH:40]=[CH:39][CH:38]=[CH:37][N:36]=3)[C:27]3[CH:42]=[CH:43][C:44]([C:46](=[O:47])[CH2:55][CH2:54][C:50]4[S:49][CH:53]=[CH:52][CH:51]=4)=[CH:45][C:26]=3[N:25]=2)[CH:18]=[C:19]([O:21][CH3:22])[CH:20]=1. (3) Given the reactants [C:1]([C:3]1[CH:8]=[CH:7][C:6]([C:9]2[CH:10]=[N:11][N:12]([C:15]3[CH:23]=[CH:22][C:18]([C:19](O)=[O:20])=[CH:17][N:16]=3)[C:13]=2[OH:14])=[C:5]([CH3:24])[CH:4]=1)#[N:2].[CH3:25][O:26][CH2:27][CH2:28][C@@H:29]([NH2:31])[CH3:30], predict the reaction product. The product is: [C:1]([C:3]1[CH:8]=[CH:7][C:6]([C:9]2[CH:10]=[N:11][N:12]([C:15]3[CH:23]=[CH:22][C:18]([C:19]([NH:31][C@H:29]([CH2:28][CH2:27][O:26][CH3:25])[CH3:30])=[O:20])=[CH:17][N:16]=3)[C:13]=2[OH:14])=[C:5]([CH3:24])[CH:4]=1)#[N:2]. (4) The product is: [ClH:1].[ClH:1].[F:19][C:20]([F:31])([F:30])[C:21]1[CH:26]=[CH:25][C:24]([C:2]2[CH:11]=[CH:10][C:9]3[CH2:8][NH:7][CH2:6][CH2:5][C:4]=3[N:3]=2)=[CH:23][CH:22]=1. Given the reactants [Cl:1][C:2]1[CH:11]=[CH:10][C:9]2[CH2:8][N:7](C(OC(C)(C)C)=O)[CH2:6][CH2:5][C:4]=2[N:3]=1.[F:19][C:20]([F:31])([F:30])[C:21]1[CH:26]=[CH:25][C:24](B(O)O)=[CH:23][CH:22]=1, predict the reaction product. (5) Given the reactants [I:1][C:2]1[CH:11]=[C:10]2[C:5]([C:6](=[O:15])[C:7](C(O)=O)=[CH:8][NH:9]2)=[CH:4][C:3]=1[CH3:16].C1C=CC(C2C=CC=CC=2)=CC=1.C1C=CC(OC2C=CC=CC=2)=CC=1, predict the reaction product. The product is: [I:1][C:2]1[CH:11]=[C:10]2[C:5]([C:6](=[O:15])[CH:7]=[CH:8][NH:9]2)=[CH:4][C:3]=1[CH3:16].